From a dataset of Full USPTO retrosynthesis dataset with 1.9M reactions from patents (1976-2016). Predict the reactants needed to synthesize the given product. (1) Given the product [F:55][C:2]([F:1])([F:56])[C:3]1[CH:4]=[C:5]([CH:48]=[C:49]([C:51]([F:52])([F:54])[F:53])[CH:50]=1)[CH2:6][N:7]([CH2:25][C:26]1[CH:31]=[C:30]([O:32][CH3:33])[C:29]([O:34][CH3:35])=[CH:28][C:27]=1[C:36]1[CH:41]=[C:40]([CH:42]([CH3:43])[CH3:44])[C:39]([F:45])=[CH:38][C:37]=1[O:46][CH3:47])[C:8]1[N:13]=[CH:12][C:11]([O:14][CH2:15][CH2:16][CH2:17][C:18]([OH:20])=[O:19])=[CH:10][N:9]=1, predict the reactants needed to synthesize it. The reactants are: [F:1][C:2]([F:56])([F:55])[C:3]1[CH:4]=[C:5]([CH:48]=[C:49]([C:51]([F:54])([F:53])[F:52])[CH:50]=1)[CH2:6][N:7]([CH2:25][C:26]1[CH:31]=[C:30]([O:32][CH3:33])[C:29]([O:34][CH3:35])=[CH:28][C:27]=1[C:36]1[CH:41]=[C:40]([CH:42]([CH3:44])[CH3:43])[C:39]([F:45])=[CH:38][C:37]=1[O:46][CH3:47])[C:8]1[N:13]=[CH:12][C:11]([O:14][CH2:15][CH2:16][CH2:17][C:18]([O:20]C(C)(C)C)=[O:19])=[CH:10][N:9]=1.Cl.O1CCOCC1.[OH-].[Na+]. (2) The reactants are: [N:1]1O[C:3]([O-])=[C:4]2[CH2:9][CH2:8][CH2:7][CH2:6][N+:5]=12.[C:11]([O:15][CH2:16][CH3:17])(=[O:14])[C:12]#C. Given the product [N:1]1[N:5]2[CH2:6][CH2:7][CH2:8][CH2:9][C:4]2=[CH:3][C:12]=1[C:11]([O:15][CH2:16][CH3:17])=[O:14], predict the reactants needed to synthesize it. (3) Given the product [C:18]([O:17][C:15]([NH:1][C:2]1[CH:3]=[CH:4][C:5](/[CH:6]=[CH:7]/[C:8]([O:10][CH2:11][CH3:12])=[O:9])=[CH:13][CH:14]=1)=[O:16])([CH3:21])([CH3:20])[CH3:19], predict the reactants needed to synthesize it. The reactants are: [NH2:1][C:2]1[CH:14]=[CH:13][C:5]([CH:6]=[CH:7][C:8]([O:10][CH2:11][CH3:12])=[O:9])=[CH:4][CH:3]=1.[C:15](O[C:15]([O:17][C:18]([CH3:21])([CH3:20])[CH3:19])=[O:16])([O:17][C:18]([CH3:21])([CH3:20])[CH3:19])=[O:16]. (4) Given the product [OH:8][N:9]1[C:15](=[O:16])[N:14]2[CH2:17][C@H:10]1[CH2:11][CH2:12][C@@H:13]2[C:18]([NH:20][NH:21][C:22](=[O:27])[C:23]([F:26])([F:24])[F:25])=[O:19], predict the reactants needed to synthesize it. The reactants are: C([O:8][N:9]1[C:15](=[O:16])[N:14]2[CH2:17][C@H:10]1[CH2:11][CH2:12][C@@H:13]2[C:18]([NH:20][NH:21][C:22](=[O:27])[C:23]([F:26])([F:25])[F:24])=[O:19])C1C=CC=CC=1.[H][H].